Dataset: Reaction yield outcomes from USPTO patents with 853,638 reactions. Task: Predict the reaction yield, written as a fraction of the theoretical maximum amount of product (1.0 means a 100% yield; for example, 0.34 means a 34% yield). (1) The reactants are C([O:4][C@H:5]1[CH2:10][CH2:9][C@@:8]([C@H]2CC[C@@]3(C)[C@@H](CCC3=C)[C@@H]2CN)([CH3:11])[C@@H:7]([CH2:25][OH:26])[CH2:6]1)(=O)C.[C:27]([O:31][C:32]([NH:34][C:35]([N:44]1[CH:48]=[CH:47][CH:46]=N1)=[N:36][C:37]([O:39][C:40]([CH3:43])([CH3:42])[CH3:41])=[O:38])=[O:33])([CH3:30])([CH3:29])[CH3:28].C(N([CH2:54][CH3:55])CC)C. The catalyst is CO.C1COCC1.C(Cl)Cl. The product is [C:27]([O:31][C:32]([NH:34]/[C:35](=[N:36]\[C:37](=[O:38])[O:39][C:40]([CH3:43])([CH3:41])[CH3:42])/[NH:44][CH2:48][C@@H:47]1[C@@H:46]([C@@:8]2([CH3:11])[CH2:9][CH2:10][C@H:5]([OH:4])[CH2:6][C@@H:7]2[CH2:25][OH:26])[CH2:9][CH2:8][C@@:7]2([CH3:25])[C@H:6]1[CH2:5][CH2:10][C:54]2=[CH2:55])=[O:33])([CH3:28])([CH3:29])[CH3:30]. The yield is 0.900. (2) The reactants are [NH2:1][C:2]([CH3:6])([CH3:5])[CH2:3][OH:4].[CH2:7]1[O:9][CH2:8]1. The catalyst is O. The product is [OH:9][CH2:8][CH2:7][NH:1][C:2]([CH3:6])([CH3:5])[CH2:3][OH:4]. The yield is 0.740. (3) The reactants are [CH2:1]([N:8]1[CH2:13][CH2:12][CH:11]([N:14]([CH3:27])[C:15](=[O:26])[CH2:16][NH:17][C:18]2[C:23](Cl)=[CH:22][N:21]=[N:20][C:19]=2[Cl:25])[CH2:10][CH2:9]1)[C:2]1[CH:7]=[CH:6][CH:5]=[CH:4][CH:3]=1.[CH3:28][O-:29].[Na+]. The catalyst is CO. The product is [CH2:1]([N:8]1[CH2:13][CH2:12][CH:11]([N:14]([CH3:27])[C:15](=[O:26])[CH2:16][NH:17][C:18]2[C:23]([O:29][CH3:28])=[CH:22][N:21]=[N:20][C:19]=2[Cl:25])[CH2:10][CH2:9]1)[C:2]1[CH:7]=[CH:6][CH:5]=[CH:4][CH:3]=1. The yield is 0.300. (4) The reactants are [N:1]([CH2:4][CH:5]1[O:9][C:8]2[C:10]3[CH2:11][CH2:12][CH2:13][CH2:14][C:15]=3[CH:16]=[CH:17][C:7]=2[CH2:6]1)=[N+]=[N-]. The catalyst is [Pd]. The product is [O:9]1[CH:5]([CH2:4][NH2:1])[CH2:6][C:7]2[CH:17]=[CH:16][C:15]3[CH2:14][CH2:13][CH2:12][CH2:11][C:10]=3[C:8]1=2. The yield is 0.670. (5) The reactants are F[C:2]1[CH:7]=[CH:6][C:5]([N+:8]([O-:10])=[O:9])=[C:4]([O:11][CH3:12])[CH:3]=1.[NH:13]1[CH2:18][CH2:17][O:16][CH2:15][CH2:14]1.C(=O)([O-])[O-].[K+].[K+]. The catalyst is CS(C)=O. The product is [CH3:12][O:11][C:4]1[CH:3]=[C:2]([N:13]2[CH2:18][CH2:17][O:16][CH2:15][CH2:14]2)[CH:7]=[CH:6][C:5]=1[N+:8]([O-:10])=[O:9]. The yield is 0.720. (6) The catalyst is CO. The product is [CH3:1][O:2][C:3]1[N:8]=[CH:7][C:6]([NH:9][C:10]2[N:15]=[CH:14][C:13]([CH2:16][CH2:17][OH:18])=[CH:12][C:11]=2[C:19]2[N:27]=[C:26]([CH3:28])[N:25]=[C:24]3[C:20]=2[N:21]=[CH:22][NH:23]3)=[CH:5][CH:4]=1. The reactants are [CH3:1][O:2][C:3]1[N:8]=[CH:7][C:6]([NH:9][C:10]2[N:15]=[CH:14][C:13]([CH2:16][CH2:17][OH:18])=[CH:12][C:11]=2[C:19]2[N:27]=[C:26]([CH3:28])[N:25]=[C:24]3[C:20]=2[N:21]=[CH:22][N:23]3C2CCCCO2)=[CH:5][CH:4]=1.C(O)(C(F)(F)F)=O. The yield is 0.350. (7) The reactants are [Cl:1][C:2]1[C:7]([Cl:8])=[CH:6][CH:5]=[CH:4][C:3]=1[N:9]1[CH2:14][CH2:13][N:12]([CH2:15][CH2:16][CH2:17][CH2:18][O:19][C:20]2[CH:29]=[C:28]3[C:23]([CH2:24][CH2:25][C:26](=[O:32])[N:27]3[CH2:30][OH:31])=[CH:22][CH:21]=2)[CH2:11][CH2:10]1.N1C=CC=CC=1.[C:39](Cl)(=[O:43])[CH2:40][CH2:41][CH3:42]. The catalyst is ClCCl. The product is [C:39]([O:31][CH2:30][N:27]1[C:28]2[C:23](=[CH:22][CH:21]=[C:20]([O:19][CH2:18][CH2:17][CH2:16][CH2:15][N:12]3[CH2:13][CH2:14][N:9]([C:3]4[CH:4]=[CH:5][CH:6]=[C:7]([Cl:8])[C:2]=4[Cl:1])[CH2:10][CH2:11]3)[CH:29]=2)[CH2:24][CH2:25][C:26]1=[O:32])(=[O:43])[CH2:40][CH2:41][CH3:42]. The yield is 0.950.